From a dataset of Reaction yield outcomes from USPTO patents with 853,638 reactions. Predict the reaction yield, written as a fraction of the theoretical maximum amount of product (1.0 means a 100% yield; for example, 0.34 means a 34% yield). (1) The reactants are C[O:2][C:3]1[C:8]2[NH:9][C:10]([C:12]3[S:13][CH:14]=[CH:15][CH:16]=3)=[N:11][C:7]=2[C:6]([C:17]([OH:19])=O)=[CH:5][CH:4]=1.[CH3:20][O:21][C:22]1[CH:23]=[C:24]([CH2:28][CH2:29][NH2:30])[CH:25]=[CH:26][CH:27]=1. No catalyst specified. The product is [OH:2][C:3]1[C:8]2[NH:9][C:10]([C:12]3[S:13][CH:14]=[CH:15][CH:16]=3)=[N:11][C:7]=2[C:6]([C:17]([NH:30][CH2:29][CH2:28][C:24]2[CH:25]=[CH:26][CH:27]=[C:22]([O:21][CH3:20])[CH:23]=2)=[O:19])=[CH:5][CH:4]=1. The yield is 0.110. (2) The reactants are [Br:1][C:2]1[CH:11]=[C:10]2[C:5]([CH:6]=[C:7]([N:14]([CH3:16])[CH3:15])[C:8]([CH:12]=O)=[CH:9]2)=[CH:4][CH:3]=1.[CH2:17]1COCC1. No catalyst specified. The product is [Br:1][C:2]1[CH:11]=[C:10]2[C:5](=[CH:4][CH:3]=1)[CH:6]=[C:7]([N:14]([CH3:16])[CH3:15])[C:8]([CH:12]=[CH2:17])=[CH:9]2. The yield is 0.850. (3) The reactants are [Br:1][C:2]1[CH:3]=[C:4]([N+]([O-])=O)[C:5]([C:8]#[N:9])=[N:6][CH:7]=1.[CH2:13]([N:15]1[C:19]([OH:20])=[CH:18][CH:17]=[N:16]1)[CH3:14].C(=O)([O-])[O-].[Na+].[Na+].C(#N)C. The catalyst is C(OCC)(=O)C.C(Cl)(Cl)Cl.CCCCCC. The product is [Br:1][C:2]1[CH:3]=[C:4]([O:20][C:19]2[N:15]([CH2:13][CH3:14])[N:16]=[CH:17][CH:18]=2)[C:5]([C:8]#[N:9])=[N:6][CH:7]=1. The yield is 0.530. (4) The product is [Cl:1][C:2]1[CH:7]=[C:6]([O:43][C@@H:41]([CH3:42])[C:40]([F:45])([F:44])[F:39])[CH:5]=[CH:4][C:3]=1[S:9]([C@H:12]1[CH2:16][N:15]([C:17]([C:19]2([C:22]3[CH:27]=[CH:26][C:25]([Cl:28])=[CH:24][CH:23]=3)[CH2:20][CH2:21]2)=[O:18])[C@H:14]([C:29]([O:31][CH3:32])=[O:30])[CH2:13]1)(=[O:10])=[O:11]. The reactants are [Cl:1][C:2]1[CH:7]=[C:6](F)[CH:5]=[CH:4][C:3]=1[S:9]([C@H:12]1[CH2:16][N:15]([C:17]([C:19]2([C:22]3[CH:27]=[CH:26][C:25]([Cl:28])=[CH:24][CH:23]=3)[CH2:21][CH2:20]2)=[O:18])[C@H:14]([C:29]([O:31][CH3:32])=[O:30])[CH2:13]1)(=[O:11])=[O:10].C(=O)([O-])[O-].[Cs+].[Cs+].[F:39][C:40]([F:45])([F:44])[C@H:41]([OH:43])[CH3:42]. The catalyst is CN(C)C(=O)C. The yield is 0.671.